Dataset: Reaction yield outcomes from USPTO patents with 853,638 reactions. Task: Predict the reaction yield, written as a fraction of the theoretical maximum amount of product (1.0 means a 100% yield; for example, 0.34 means a 34% yield). (1) The product is [Cl:34][C:24]1[C:25]([C:29]([C:32]#[N:33])([CH3:31])[CH3:30])=[CH:26][CH:27]=[CH:28][C:23]=1[C:22]([NH:21][C:19]1[CH:20]=[C:15]([O:14][C:9]2[CH:8]=[CH:7][C:5]3[N:6]=[C:2]([NH:1][C:46]([CH:43]4[CH2:45][CH2:44]4)=[O:47])[S:3][C:4]=3[C:10]=2[N+:11]([O-:13])=[O:12])[CH:16]=[CH:17][C:18]=1[F:36])=[O:35]. The catalyst is O1CCCC1.C(OCC)(=O)C. The yield is 0.320. The reactants are [NH2:1][C:2]1[S:3][C:4]2[C:10]([N+:11]([O-:13])=[O:12])=[C:9]([O:14][C:15]3[CH:16]=[CH:17][C:18]([F:36])=[C:19]([NH:21][C:22](=[O:35])[C:23]4[CH:28]=[CH:27][CH:26]=[C:25]([C:29]([C:32]#[N:33])([CH3:31])[CH3:30])[C:24]=4[Cl:34])[CH:20]=3)[CH:8]=[CH:7][C:5]=2[N:6]=1.N1C=CC=CC=1.[CH:43]1([C:46](Cl)=[O:47])[CH2:45][CH2:44]1. (2) The reactants are [NH2:1][C:2]1[C:11]2[C:6](=[C:7](Br)[CH:8]=[CH:9][CH:10]=2)[N:5]=[N:4][C:3]=1[C:13]([NH:15][CH2:16][CH2:17][CH3:18])=[O:14].[F:19][C:20]1[CH:25]=[C:24]([O:26][CH3:27])[C:23]([F:28])=[CH:22][C:21]=1B(O)O. No catalyst specified. The product is [NH2:1][C:2]1[C:11]2[C:6](=[C:7]([C:21]3[CH:22]=[C:23]([F:28])[C:24]([O:26][CH3:27])=[CH:25][C:20]=3[F:19])[CH:8]=[CH:9][CH:10]=2)[N:5]=[N:4][C:3]=1[C:13]([NH:15][CH2:16][CH2:17][CH3:18])=[O:14]. The yield is 0.670. (3) The reactants are [NH2:1][CH2:2][C:3]1[CH:8]=[CH:7][N:6]=[CH:5][CH:4]=1.[F:9][C:10]([F:36])([F:35])[C:11]1[CH:16]=[CH:15][C:14]([C:17]2[C:18]([C:23]([NH:25][C:26]3[CH:27]=[C:28]([C:32](O)=[O:33])[N:29]([CH3:31])[CH:30]=3)=[O:24])=[CH:19][CH:20]=[CH:21][CH:22]=2)=[CH:13][CH:12]=1.CN(C(ON1N=NC2C=CC=CC1=2)=[N+](C)C)C.[B-](F)(F)(F)F.C(N(C(C)C)C(C)C)C. The catalyst is CN(C)C=O.ClCCl.C(O)C. The product is [N:6]1[CH:7]=[CH:8][C:3]([CH2:2][NH:1][C:32]([C:28]2[N:29]([CH3:31])[CH:30]=[C:26]([NH:25][C:23]([C:18]3[C:17]([C:14]4[CH:13]=[CH:12][C:11]([C:10]([F:36])([F:9])[F:35])=[CH:16][CH:15]=4)=[CH:22][CH:21]=[CH:20][CH:19]=3)=[O:24])[CH:27]=2)=[O:33])=[CH:4][CH:5]=1. The yield is 1.00. (4) The reactants are CO[C:3](=[O:12])[C:4]1[CH:9]=[CH:8][CH:7]=[CH:6][C:5]=1[CH2:10]Br.[F:13][C:14]1[CH:28]=[CH:27][C:17]([O:18][C:19]2[CH:26]=[CH:25][C:22]([CH2:23][NH2:24])=[CH:21][CH:20]=2)=[CH:16][CH:15]=1.C([O-])([O-])=O.[K+].[K+].C(OCC)(=O)C. The catalyst is C1(C)C=CC=CC=1.CCCCCC. The product is [F:13][C:14]1[CH:28]=[CH:27][C:17]([O:18][C:19]2[CH:26]=[CH:25][C:22]([CH2:23][N:24]3[CH2:10][C:5]4[C:4](=[CH:9][CH:8]=[CH:7][CH:6]=4)[C:3]3=[O:12])=[CH:21][CH:20]=2)=[CH:16][CH:15]=1. The yield is 0.600. (5) The reactants are CC([Si](C)(C)[O:6][C:7]1[CH:16]=[CH:15][CH:14]=[C:13]2[C:8]=1[CH2:9][CH2:10][C:11]1[N:12]2[CH:17]=[N:18][C:19]=1[C:20]([O:22][CH2:23][CH3:24])=[O:21])(C)C.[F-].C([N+](CCCC)(CCCC)CCCC)CCC.[Cl-].[NH4+]. The catalyst is C1COCC1. The product is [OH:6][C:7]1[CH:16]=[CH:15][CH:14]=[C:13]2[C:8]=1[CH2:9][CH2:10][C:11]1[N:12]2[CH:17]=[N:18][C:19]=1[C:20]([O:22][CH2:23][CH3:24])=[O:21]. The yield is 1.00. (6) The reactants are [H-].[Na+].[Br:3][C:4]1[CH:5]=[CH:6][C:7](=[O:10])[NH:8][CH:9]=1.I[CH2:12][CH2:13][CH3:14].O. The catalyst is O1CCCC1. The product is [Br:3][C:4]1[CH:5]=[CH:6][C:7](=[O:10])[N:8]([CH2:12][CH2:13][CH3:14])[CH:9]=1. The yield is 0.620.